Dataset: TCR-epitope binding with 47,182 pairs between 192 epitopes and 23,139 TCRs. Task: Binary Classification. Given a T-cell receptor sequence (or CDR3 region) and an epitope sequence, predict whether binding occurs between them. (1) The epitope is RLRAEAQVK. The TCR CDR3 sequence is CASSPVTGGGSGANVLTF. Result: 1 (the TCR binds to the epitope). (2) Result: 1 (the TCR binds to the epitope). The TCR CDR3 sequence is CSVVWVTKNEQFF. The epitope is WICLLQFAY. (3) The epitope is LEPLVDLPI. The TCR CDR3 sequence is CASSQVAVSYNEQFF. Result: 1 (the TCR binds to the epitope).